The task is: Predict the product of the given reaction.. This data is from Forward reaction prediction with 1.9M reactions from USPTO patents (1976-2016). (1) Given the reactants FC1C=C(S(C)(=O)=O)C=CC=1OC1N=CN=C2N(C3CCC(C4ON=C(C(C)C)N=4)CC3)N=CC=12.[CH:36]([O:39][C:40]([N:42]1[CH2:47][CH2:46][CH:45]([N:48]2[C:52]3=[N:53][CH:54]=[N:55][C:56](Cl)=[C:51]3[CH:50]=[N:49]2)[CH2:44][CH2:43]1)=[O:41])([CH3:38])[CH3:37].[F:58][C:59]1[CH:60]=[C:61]([OH:69])[CH:62]=[CH:63][C:64]=1[S:65]([CH3:68])(=[O:67])=[O:66], predict the reaction product. The product is: [CH:36]([O:39][C:40]([N:42]1[CH2:47][CH2:46][CH:45]([N:48]2[C:52]3=[N:53][CH:54]=[N:55][C:56]([O:69][C:61]4[CH:62]=[CH:63][C:64]([S:65]([CH3:68])(=[O:67])=[O:66])=[C:59]([F:58])[CH:60]=4)=[C:51]3[CH:50]=[N:49]2)[CH2:44][CH2:43]1)=[O:41])([CH3:38])[CH3:37]. (2) Given the reactants C1C2C(=CC=CC=2)CC1C(O)=O.[Li+].[OH-].C[O:16][C:17]([CH:19]1[CH2:27][C:26]2[C:21](=[CH:22][CH:23]=[CH:24][C:25]=2[S:28](=[O:54])(=[O:53])[NH:29][CH2:30][CH2:31][N:32]([C:45]2[N:50]=[CH:49][C:48]([CH2:51][CH3:52])=[CH:47][N:46]=2)[CH2:33][C:34]2[CH:39]=[CH:38][C:37]([O:40][C:41]([F:44])([F:43])[F:42])=[CH:36][CH:35]=2)[CH2:20]1)=[O:18], predict the reaction product. The product is: [CH2:51]([C:48]1[CH:47]=[N:46][C:45]([N:32]([CH2:33][C:34]2[CH:35]=[CH:36][C:37]([O:40][C:41]([F:44])([F:43])[F:42])=[CH:38][CH:39]=2)[CH2:31][CH2:30][NH:29][S:28]([C:25]2[CH:24]=[CH:23][CH:22]=[C:21]3[C:26]=2[CH2:27][CH:19]([C:17]([OH:18])=[O:16])[CH2:20]3)(=[O:54])=[O:53])=[N:50][CH:49]=1)[CH3:52]. (3) Given the reactants O=C1C2C(=CC=CC=2)C(=O)N1CCN1CCC(C2C=C(NC(=O)C(C)C)C=CC=2)CC1.O=C1C2C(=CC=CC=2)C(=O)[N:34]1[CH2:43][CH2:44][CH2:45][N:46]1[CH2:51][CH2:50][CH:49]([C:52]2[CH:53]=[C:54]([NH:58][C:59](=[O:63])[CH:60](C)C)[CH:55]=[CH:56][CH:57]=2)[CH2:48][CH2:47]1.O=C1C2C(=CC=CC=2)C(=O)N1CCCCN1CCC(C2C=C(NC(=O)C(C)C)C=CC=2)CC1.O=C1C2C(=CC=CC=2)C(=O)N1CCCCCN1CCC(C2C=C(NC(=O)C(C)C)C=CC=2)CC1.O=C1C2C(=CC=CC=2)C(=O)N1CCCCCCN1CCC(C2C=C(NC(=O)C(C)C)C=CC=2)CC1, predict the reaction product. The product is: [NH2:34][CH2:43][CH2:44][CH2:45][N:46]1[CH2:51][CH2:50][CH:49]([C:52]2[CH:53]=[C:54]([NH:58][C:59](=[O:63])[CH3:60])[CH:55]=[CH:56][CH:57]=2)[CH2:48][CH2:47]1.